This data is from Forward reaction prediction with 1.9M reactions from USPTO patents (1976-2016). The task is: Predict the product of the given reaction. (1) Given the reactants [CH:1]([C:3]1([NH:6][C:7](=[O:16])[O:8][CH2:9][C:10]2[CH:15]=[CH:14][CH:13]=[CH:12][CH:11]=2)[CH2:5][CH2:4]1)=O.[CH3:17][C:18]([S@:21]([NH2:23])=[O:22])([CH3:20])[CH3:19], predict the reaction product. The product is: [C:18]([S@:21](/[N:23]=[CH:1]/[C:3]1([NH:6][C:7](=[O:16])[O:8][CH2:9][C:10]2[CH:15]=[CH:14][CH:13]=[CH:12][CH:11]=2)[CH2:5][CH2:4]1)=[O:22])([CH3:20])([CH3:19])[CH3:17]. (2) Given the reactants [CH3:1][O:2][C:3](=[O:12])[C:4]([CH3:11])([CH3:10])[O:5][CH2:6][C:7]([OH:9])=O.[NH2:13][CH2:14][CH2:15][C:16]#[N:17].Cl.C(N=C=NCCCN(C)C)C.ON1C2C=CC=CC=2N=N1, predict the reaction product. The product is: [C:14]([CH2:15][CH2:16][NH:17][C:7](=[O:9])[CH2:6][O:5][C:4]([CH3:11])([CH3:10])[C:3]([O:2][CH3:1])=[O:12])#[N:13].